Dataset: Peptide-MHC class II binding affinity with 134,281 pairs from IEDB. Task: Regression. Given a peptide amino acid sequence and an MHC pseudo amino acid sequence, predict their binding affinity value. This is MHC class II binding data. (1) The peptide sequence is SSGKNEGTNIYNNNE. The MHC is HLA-DQA10301-DQB10302 with pseudo-sequence HLA-DQA10301-DQB10302. The binding affinity (normalized) is 0. (2) The peptide sequence is KSIIIPFIAYFVLMH. The MHC is DRB1_0301 with pseudo-sequence DRB1_0301. The binding affinity (normalized) is 0.251. (3) The peptide sequence is THGIRPVVSTQLLLY. The MHC is DRB1_1501 with pseudo-sequence DRB1_1501. The binding affinity (normalized) is 0.703. (4) The peptide sequence is GELQIVDKIAAAFKI. The MHC is DRB1_0802 with pseudo-sequence DRB1_0802. The binding affinity (normalized) is 0.282. (5) The peptide sequence is SDLLTNSVIIMAYVT. The MHC is DRB5_0101 with pseudo-sequence DRB5_0101. The binding affinity (normalized) is 0.354. (6) The peptide sequence is MGEAVQNTVEDLKLN. The MHC is HLA-DQA10501-DQB10201 with pseudo-sequence HLA-DQA10501-DQB10201. The binding affinity (normalized) is 0.196.